Dataset: Catalyst prediction with 721,799 reactions and 888 catalyst types from USPTO. Task: Predict which catalyst facilitates the given reaction. (1) Reactant: [Cl:1][C:2]1[CH:11]=[CH:10][C:5]2[N:6]=[C:7](S)[S:8][C:4]=2[C:3]=1[Cl:12].S(Cl)([Cl:15])=O. Product: [Cl:15][C:7]1[S:8][C:4]2[C:3]([Cl:12])=[C:2]([Cl:1])[CH:11]=[CH:10][C:5]=2[N:6]=1. The catalyst class is: 9. (2) Reactant: [CH:1](=[O:9])[C:2]#[C:3][CH2:4][CH2:5][CH2:6][CH2:7][CH3:8]. Product: [CH2:1]([OH:9])[C:2]#[C:3][CH2:4][CH2:5][CH2:6][CH2:7][CH3:8]. The catalyst class is: 40. (3) Reactant: [CH3:1][S:2]([NH:5][C:6]1[CH:11]=[CH:10][C:9]([C:12]([CH3:17])([CH3:16])C(O)=O)=[CH:8][CH:7]=1)(=[O:4])=[O:3].CC[N:20]([CH2:23]C)CC.C1(P(N=[N+]=[N-])(C2C=CC=CC=2)=[O:32])C=CC=CC=1.[CH2:42]([OH:49])[C:43]1[CH:48]=[CH:47][CH:46]=[CH:45][CH:44]=1. Product: [CH3:17][C:12]([NH:20][C:23](=[O:32])[O:49][CH2:42][C:43]1[CH:48]=[CH:47][CH:46]=[CH:45][CH:44]=1)([C:9]1[CH:8]=[CH:7][C:6]([NH:5][S:2]([CH3:1])(=[O:3])=[O:4])=[CH:11][CH:10]=1)[CH3:16]. The catalyst class is: 11.